Dataset: Full USPTO retrosynthesis dataset with 1.9M reactions from patents (1976-2016). Task: Predict the reactants needed to synthesize the given product. (1) Given the product [F:39][C:40]1[CH:49]=[CH:48][C:43]2[N:44]=[C:45]([NH:47][C:31]([N:13]3[C@@H:14]4[CH2:18][N:17]([CH2:16][CH2:15]4)[C:11]4[CH:10]=[CH:9][C:8]([C:5]5[CH:6]=[N:7][C:2]([CH3:1])=[CH:3][CH:4]=5)=[N:19][C:12]3=4)=[O:37])[S:46][C:42]=2[CH:41]=1, predict the reactants needed to synthesize it. The reactants are: [CH3:1][C:2]1[N:7]=[CH:6][C:5]([C:8]2[CH:9]=[CH:10][C:11]3[N:17]4[CH2:18][C@H:14]([CH2:15][CH2:16]4)[NH:13][C:12]=3[N:19]=2)=[CH:4][CH:3]=1.C(N(CC)CC)C.ClC(Cl)(O[C:31](=[O:37])OC(Cl)(Cl)Cl)Cl.[F:39][C:40]1[CH:49]=[CH:48][C:43]2[N:44]=[C:45]([NH2:47])[S:46][C:42]=2[CH:41]=1. (2) Given the product [C:1]([O:5][C:6]([N:8]1[CH2:13][CH2:12][CH:11]([N:14]2[C:18]3=[N:19][CH:20]=[N:21][C:22]([O:35][C:32]4[CH:31]=[CH:30][C:29]([N:25]5[N:26]=[N:27][CH:28]=[N:24]5)=[CH:34][CH:33]=4)=[C:17]3[CH:16]=[N:15]2)[CH2:10][CH2:9]1)=[O:7])([CH3:4])([CH3:3])[CH3:2], predict the reactants needed to synthesize it. The reactants are: [C:1]([O:5][C:6]([N:8]1[CH2:13][CH2:12][CH:11]([N:14]2[C:18]3=[N:19][CH:20]=[N:21][C:22](Cl)=[C:17]3[CH:16]=[N:15]2)[CH2:10][CH2:9]1)=[O:7])([CH3:4])([CH3:3])[CH3:2].[N:24]1[N:25]([C:29]2[CH:34]=[CH:33][C:32]([OH:35])=[CH:31][CH:30]=2)[N:26]=[N:27][CH:28]=1.C(=O)([O-])[O-].[K+].[K+]. (3) Given the product [CH2:21]([O:20][C:18]([C@H:4]1[C@H:3]([CH2:2][F:1])[CH2:7][N:6]([C@@H:8]([C:10]2[CH:15]=[CH:14][CH:13]=[CH:12][CH:11]=2)[CH3:9])[C:5]1=[O:16])=[O:19])[CH3:22], predict the reactants needed to synthesize it. The reactants are: [F:1][CH2:2][C@@H:3]1[CH2:7][N:6]([C@@H:8]([C:10]2[CH:15]=[CH:14][CH:13]=[CH:12][CH:11]=2)[CH3:9])[C:5](=[O:16])[CH2:4]1.Cl[C:18]([O:20][CH2:21][CH3:22])=[O:19].C[Si]([N-][Si](C)(C)C)(C)C.[Li+].[Cl-].[NH4+].